This data is from Forward reaction prediction with 1.9M reactions from USPTO patents (1976-2016). The task is: Predict the product of the given reaction. Given the reactants [Cl-].[NH4+].O.[CH2:4]([O:9][C:10]1[CH:17]=[CH:16][C:15]([N+:18]([O-])=O)=[CH:14][C:11]=1[C:12]#[N:13])[C:5]([CH3:8])([CH3:7])[CH3:6], predict the reaction product. The product is: [NH2:18][C:15]1[CH:16]=[CH:17][C:10]([O:9][CH2:4][C:5]([CH3:8])([CH3:7])[CH3:6])=[C:11]([CH:14]=1)[C:12]#[N:13].